From a dataset of Forward reaction prediction with 1.9M reactions from USPTO patents (1976-2016). Predict the product of the given reaction. (1) Given the reactants [F:1][C:2]1[CH:7]=[CH:6][C:5]([C:8]2[C:17]3[C:12](=[CH:13][CH:14]=[C:15]([OH:18])[CH:16]=3)[C:11](=[O:19])[N:10]([CH2:20][CH:21]([CH3:23])[CH3:22])[C:9]=2[CH2:24][NH:25][C:26](=[O:32])[O:27][C:28]([CH3:31])([CH3:30])[CH3:29])=[CH:4][CH:3]=1.I[CH2:34][C:35]([NH2:37])=[O:36].C1CCN2C(=NCCC2)CC1.O, predict the reaction product. The product is: [NH2:37][C:35](=[O:36])[CH2:34][O:18][C:15]1[CH:16]=[C:17]2[C:12](=[CH:13][CH:14]=1)[C:11](=[O:19])[N:10]([CH2:20][CH:21]([CH3:23])[CH3:22])[C:9]([CH2:24][NH:25][C:26](=[O:32])[O:27][C:28]([CH3:30])([CH3:29])[CH3:31])=[C:8]2[C:5]1[CH:4]=[CH:3][C:2]([F:1])=[CH:7][CH:6]=1. (2) The product is: [NH:5]1[CH2:4][CH2:3][CH:2]([NH:1][C:28]([C:25]2[C:24]3[C:18]4[S:17][C:16]([NH2:15])=[N:20][C:19]=4[CH:21]=[CH:22][C:23]=3[NH:27][N:26]=2)=[O:29])[CH2:7][CH2:6]1. Given the reactants [NH2:1][CH:2]1[CH2:7][CH2:6][N:5](C(OC(C)(C)C)=O)[CH2:4][CH2:3]1.[NH2:15][C:16]1[S:17][C:18]2[C:24]3[C:25]([C:28](O)=[O:29])=[N:26][NH:27][C:23]=3[CH:22]=[CH:21][C:19]=2[N:20]=1.C(Cl)CCl.C1C=CC2N(O)N=NC=2C=1.Cl, predict the reaction product.